Dataset: Reaction yield outcomes from USPTO patents with 853,638 reactions. Task: Predict the reaction yield, written as a fraction of the theoretical maximum amount of product (1.0 means a 100% yield; for example, 0.34 means a 34% yield). (1) The reactants are C[CH:2](C)[C@@H:3]([N:7]1[CH2:15][C:14]2[C:9](=[CH:10][C:11]([C:16]3[CH:21]=[CH:20][C:19]([NH:22][C:23]([NH:25][C:26]4[CH:31]=[CH:30][CH:29]=[C:28]([C:32]([F:35])([F:34])[F:33])[CH:27]=4)=[O:24])=[CH:18][CH:17]=3)=[CH:12][CH:13]=2)[C:8]1=[O:36])[C:4]([OH:6])=[O:5].O=C1C2C(=CC=C(C3C=CC(NC(NC4C=CC=C(C(F)(F)F)C=4)=O)=CC=3)C=2)CN1[C@@H](C)C(OC)=O. No catalyst specified. The product is [O:36]=[C:8]1[C:9]2[C:14](=[CH:13][CH:12]=[C:11]([C:16]3[CH:21]=[CH:20][C:19]([NH:22][C:23]([NH:25][C:26]4[CH:31]=[CH:30][CH:29]=[C:28]([C:32]([F:34])([F:33])[F:35])[CH:27]=4)=[O:24])=[CH:18][CH:17]=3)[CH:10]=2)[CH2:15][N:7]1[C@@H:3]([CH3:2])[C:4]([OH:6])=[O:5]. The yield is 0.820. (2) The reactants are [CH3:1][C:2]1[N:3]=[C:4]([NH:11][C:12]([N:14]2[CH2:19][CH2:18][N:17]([C:20]3[CH:25]=[C:24]([N+:26]([O-])=O)[CH:23]=[C:22]([N+:29]([O-])=O)[CH:21]=3)[CH2:16][CH2:15]2)=[O:13])[C:5]([O:9][CH3:10])=[N:6][C:7]=1[CH3:8]. The catalyst is C(O)C.[Pd]. The product is [CH3:1][C:2]1[N:3]=[C:4]([NH:11][C:12]([N:14]2[CH2:15][CH2:16][N:17]([C:20]3[CH:25]=[C:24]([NH2:26])[CH:23]=[C:22]([NH2:29])[CH:21]=3)[CH2:18][CH2:19]2)=[O:13])[C:5]([O:9][CH3:10])=[N:6][C:7]=1[CH3:8]. The yield is 0.450. (3) The reactants are [OH:1][CH2:2][CH2:3][C:4]1[CH:9]=[CH:8][CH:7]=[CH:6][C:5]=1[OH:10].Br[CH2:12][C:13]1[CH:18]=[CH:17][CH:16]=[CH:15][CH:14]=1.C([O-])([O-])=O.[K+].[K+]. The catalyst is O. The product is [C:13]1([CH2:12][O:10][C:5]2[CH:6]=[CH:7][CH:8]=[CH:9][C:4]=2[CH2:3][CH2:2][OH:1])[CH:18]=[CH:17][CH:16]=[CH:15][CH:14]=1. The yield is 0.900. (4) The reactants are [F:1][C:2]1[CH:7]=[CH:6][C:5]([C@:8]2([CH2:32][C:33]([CH3:37])([CH3:36])[C:34]#[N:35])[O:13][C:12](=[O:14])[N:11]([C@H:15]([C:17]3[CH:22]=[CH:21][C:20](B4OC(C)(C)C(C)(C)O4)=[CH:19][CH:18]=3)[CH3:16])[CH2:10][CH2:9]2)=[CH:4][CH:3]=1.I[C:39]1[CH:44]=[CH:43][N:42]([CH3:45])[C:41](=[O:46])[CH:40]=1.C([O-])([O-])=O.[Cs+].[Cs+]. The catalyst is O1CCOCC1.Cl[Pd](Cl)([P](C1C=CC=CC=1)(C1C=CC=CC=1)C1C=CC=CC=1)[P](C1C=CC=CC=1)(C1C=CC=CC=1)C1C=CC=CC=1. The product is [F:1][C:2]1[CH:3]=[CH:4][C:5]([C@:8]2([CH2:32][C:33]([CH3:37])([CH3:36])[C:34]#[N:35])[O:13][C:12](=[O:14])[N:11]([C@H:15]([C:17]3[CH:22]=[CH:21][C:20]([C:39]4[CH:44]=[CH:43][N:42]([CH3:45])[C:41](=[O:46])[CH:40]=4)=[CH:19][CH:18]=3)[CH3:16])[CH2:10][CH2:9]2)=[CH:6][CH:7]=1. The yield is 0.660. (5) The reactants are [Br:1][C:2]1[CH:7]=[CH:6][C:5]([NH:8][C:9]2[CH:20]=[N:19][CH:18]=[CH:17][C:10]=2[C:11]([NH:13][O:14][CH2:15][CH3:16])=[O:12])=[C:4]([CH3:21])[CH:3]=1.ClC1C=CC=C(C(OO)=[O:30])C=1. The catalyst is C(Cl)Cl. The product is [Br:1][C:2]1[CH:7]=[CH:6][C:5]([NH:8][C:9]2[CH:20]=[N+:19]([O-:30])[CH:18]=[CH:17][C:10]=2[C:11]([NH:13][O:14][CH2:15][CH3:16])=[O:12])=[C:4]([CH3:21])[CH:3]=1. The yield is 0.440. (6) The reactants are C(O[C:9]1[CH:14]=[CH:13][C:12]([C@@H:15]2[CH2:17][C@H:16]2[N+:18]([O-:20])=[O:19])=[CH:11][CH:10]=1)C1C=CC=CC=1.[Br:21]C1C=CC(/C=C/[N+]([O-])=O)=CC=1. No catalyst specified. The product is [Br:21][C:9]1[CH:14]=[CH:13][C:12]([C@@H:15]2[CH2:17][C@H:16]2[N+:18]([O-:20])=[O:19])=[CH:11][CH:10]=1. The yield is 0.270. (7) The reactants are [NH:1]1[C:9]2[C:4](=[CH:5][CH:6]=[CH:7][CH:8]=2)[CH2:3][C:2]1=[O:10].[N+:11]([O-])([OH:13])=[O:12]. The catalyst is S(=O)(=O)(O)O. The product is [N+:11]([C:6]1[CH:5]=[C:4]2[C:9](=[CH:8][CH:7]=1)[NH:1][C:2](=[O:10])[CH2:3]2)([O-:13])=[O:12]. The yield is 0.700. (8) The reactants are Cl[C:2]1[N:7]=[C:6]([NH:8][CH2:9][C:10]2[CH:15]=[CH:14][CH:13]=[CH:12][C:11]=2[F:16])[C:5]([F:17])=[CH:4][N:3]=1.[F:18][C:19]1[CH:26]=[CH:25][C:22]([CH2:23][OH:24])=[CH:21][CH:20]=1.CC([O-])(C)C.[K+].CC(O)(C)C. The catalyst is C1COCC1. The product is [F:16][C:11]1[CH:12]=[CH:13][CH:14]=[CH:15][C:10]=1[CH2:9][NH:8][C:6]1[C:5]([F:17])=[CH:4][N:3]=[C:2]([O:24][CH2:23][C:22]2[CH:25]=[CH:26][C:19]([F:18])=[CH:20][CH:21]=2)[N:7]=1. The yield is 0.420. (9) The reactants are [OH:1][N:2]=[C:3]([NH2:7])[CH:4]([OH:6])[CH3:5].[Cl:8][C:9]1[CH:10]=[C:11]([CH:15]=[CH:16][CH:17]=1)[C:12](Cl)=O.CCOCC.C([O-])(=O)C.[Na+]. The catalyst is C1COCC1.O. The product is [Cl:8][C:9]1[CH:10]=[C:11]([C:12]2[O:1][N:2]=[C:3]([CH:4]([OH:6])[CH3:5])[N:7]=2)[CH:15]=[CH:16][CH:17]=1. The yield is 0.250. (10) The reactants are C(=O)([O-])[O-].[Na+].[Na+].[CH3:7][O:8][C:9]1[C:14]([CH:15]=[O:16])=[C:13]([CH3:17])[C:12](B2OC(C)(C)C(C)(C)O2)=[CH:11][CH:10]=1.[Cl:27][C:28]1[N:33]=[C:32](Cl)[CH:31]=[CH:30][N:29]=1.O. The catalyst is C(COC)OC. The product is [Cl:27][C:28]1[N:33]=[C:32]([C:12]2[C:13]([CH3:17])=[C:14]([C:9]([O:8][CH3:7])=[CH:10][CH:11]=2)[CH:15]=[O:16])[CH:31]=[CH:30][N:29]=1. The yield is 0.880.